This data is from Reaction yield outcomes from USPTO patents with 853,638 reactions. The task is: Predict the reaction yield, written as a fraction of the theoretical maximum amount of product (1.0 means a 100% yield; for example, 0.34 means a 34% yield). (1) The reactants are [NH2:1][C:2]1[C:3]2[N:4]([C:8]([C@@H:26]3[CH2:30][CH2:29][CH2:28][NH:27]3)=[N:9][C:10]=2[C:11]2[CH:25]=[CH:24][C:14]([C:15]([NH:17][C:18]3[CH:23]=[CH:22][CH:21]=[CH:20][N:19]=3)=[O:16])=[CH:13][CH:12]=2)[CH:5]=[CH:6][N:7]=1.NC1C2N(C([C@@H]3CCCN3C(OCC3C=CC=CC=3)=O)=NC=2Br)C=CN=1.[F:57]C1C=CN=C(NC(=O)C2C=CC(B3OC(C)(C)C(C)(C)O3)=CC=2)C=1. No catalyst specified. The product is [NH2:1][C:2]1[C:3]2[N:4]([C:8]([C@@H:26]3[CH2:30][CH2:29][CH2:28][NH:27]3)=[N:9][C:10]=2[C:11]2[CH:25]=[CH:24][C:14]([C:15]([NH:17][C:18]3[CH:23]=[C:22]([F:57])[CH:21]=[CH:20][N:19]=3)=[O:16])=[CH:13][CH:12]=2)[CH:5]=[CH:6][N:7]=1. The yield is 0.930. (2) The reactants are [F:1][CH:2]([F:13])[C:3]1[N:8]=[C:7]([CH2:9][CH2:10][CH3:11])[NH:6][C:5](=[O:12])[CH:4]=1.Br[CH2:15][C:16]1[CH:21]=[CH:20][C:19]([C:22]2[C:23]([C:28]#[N:29])=[CH:24][CH:25]=[CH:26][CH:27]=2)=[CH:18][CH:17]=1.C(=O)([O-])[O-].[K+].[K+]. The catalyst is C(#N)C.C(OCC)(=O)C. The product is [F:13][CH:2]([F:1])[C:3]1[N:8]=[C:7]([CH2:9][CH2:10][CH3:11])[N:6]([CH2:15][C:16]2[CH:17]=[CH:18][C:19]([C:22]3[C:23]([C:28]#[N:29])=[CH:24][CH:25]=[CH:26][CH:27]=3)=[CH:20][CH:21]=2)[C:5](=[O:12])[CH:4]=1. The yield is 0.380. (3) The catalyst is CO.O1CCOCC1. The yield is 1.00. The reactants are [F:1][C:2]1[C:10]2[C:6](=[C:7]3[NH:14][C:13](=[O:15])[CH:12]=[C:11]([CH:16]4[CH2:21][CH2:20][N:19](C(OC(C)(C)C)=O)[CH2:18][CH2:17]4)[N:8]3[N:9]=2)[CH:5]=[CH:4][CH:3]=1.[ClH:29]. The product is [ClH:29].[F:1][C:2]1[C:10]2[C:6](=[C:7]3[NH:14][C:13](=[O:15])[CH:12]=[C:11]([CH:16]4[CH2:21][CH2:20][NH:19][CH2:18][CH2:17]4)[N:8]3[N:9]=2)[CH:5]=[CH:4][CH:3]=1. (4) The reactants are [CH3:1][O:2][C:3](=[O:29])[C:4]1[CH:9]=[CH:8][C:7](C(C2NC3=NC=C(F)C=C3C=2)=CC2CCOCC2)=[CH:6][C:5]=1F. The catalyst is [Pd].CO. The product is [CH3:1][O:2][C:3](=[O:29])[C:4]1[CH:9]=[CH:8][CH:7]=[CH:6][CH:5]=1. The yield is 0.910. (5) The reactants are [Cl:1][C:2]1[S:6][C:5]([C:7]([OH:9])=O)=[CH:4][C:3]=1[C:10]1[N:14]([CH3:15])[N:13]=[CH:12][CH:11]=1.C1CN([P+](Br)(N2CCCC2)N2CCCC2)CC1.F[P-](F)(F)(F)(F)F.C(N(C(C)C)CC)(C)C.Cl.[NH2:50][C@@H:51]([CH2:64][C:65]1[CH:70]=[CH:69][CH:68]=[CH:67][CH:66]=1)[CH2:52][N:53]1[C:61](=[O:62])[C:60]2[C:55](=[CH:56][CH:57]=[CH:58][CH:59]=2)[C:54]1=[O:63]. The catalyst is C(Cl)Cl. The product is [Cl:1][C:2]1[S:6][C:5]([C:7]([NH:50][C@@H:51]([CH2:64][C:65]2[CH:70]=[CH:69][CH:68]=[CH:67][CH:66]=2)[CH2:52][N:53]2[C:61](=[O:62])[C:60]3[C:55](=[CH:56][CH:57]=[CH:58][CH:59]=3)[C:54]2=[O:63])=[O:9])=[CH:4][C:3]=1[C:10]1[N:14]([CH3:15])[N:13]=[CH:12][CH:11]=1. The yield is 0.460. (6) The reactants are [OH:1][C@H:2]1[CH2:6][CH2:5][NH:4][CH2:3]1.[O:7]([C:14]([NH:16][C:17]1[CH:22]=[C:21]([O:23][C:24]2[C:29]([F:30])=[CH:28][C:27]([NH:31][C:32]([C:34]3([C:37]([O:39][CH2:40][C:41]4[CH:46]=[CH:45][CH:44]=[CH:43][CH:42]=4)=[O:38])[CH2:36][CH2:35]3)=[O:33])=[C:26]([F:47])[CH:25]=2)[CH:20]=[CH:19][N:18]=1)=O)C1C=CC=CC=1.C(=O)([O-])O.[Na+]. The catalyst is CN1CCCC1=O. The product is [F:47][C:26]1[CH:25]=[C:24]([O:23][C:21]2[CH:20]=[CH:19][N:18]=[C:17]([NH:16][C:14]([N:4]3[CH2:5][CH2:6][C@H:2]([OH:1])[CH2:3]3)=[O:7])[CH:22]=2)[C:29]([F:30])=[CH:28][C:27]=1[NH:31][C:32]([C:34]1([C:37]([O:39][CH2:40][C:41]2[CH:42]=[CH:43][CH:44]=[CH:45][CH:46]=2)=[O:38])[CH2:36][CH2:35]1)=[O:33]. The yield is 0.810. (7) The reactants are Cl.[NH2:2][C@@H:3]([C@H:8]([CH3:13])[C@H:9]([CH3:12])[CH2:10][CH3:11])[CH2:4][C:5]([OH:7])=[O:6].C(N(CC)CC)C. The catalyst is CO. The product is [NH2:2][C@@H:3]([C@H:8]([CH3:13])[C@H:9]([CH3:12])[CH2:10][CH3:11])[CH2:4][C:5]([OH:7])=[O:6]. The yield is 0.856. (8) The reactants are [Br:1][C:2]1[CH:21]=[C:20]([F:22])[C:5]([NH:6][C:7]2[C:16]3[C:11](=[CH:12][C:13]([OH:19])=[C:14]([O:17][CH3:18])[CH:15]=3)[N:10]=[CH:9][N:8]=2)=[C:4]([F:23])[CH:3]=1.[C:24]([O:28][C:29]([N:31]1[CH2:36][CH2:35][CH:34]([CH2:37]O)[CH2:33][CH2:32]1)=[O:30])([CH3:27])([CH3:26])[CH3:25]. No catalyst specified. The product is [Br:1][C:2]1[CH:3]=[C:4]([F:23])[C:5]([NH:6][C:7]2[C:16]3[C:11](=[CH:12][C:13]([O:19][CH2:37][CH:34]4[CH2:35][CH2:36][N:31]([C:29]([O:28][C:24]([CH3:25])([CH3:27])[CH3:26])=[O:30])[CH2:32][CH2:33]4)=[C:14]([O:17][CH3:18])[CH:15]=3)[N:10]=[CH:9][N:8]=2)=[C:20]([F:22])[CH:21]=1. The yield is 0.410. (9) The reactants are [Br:1][C:2]1[CH:7]=[CH:6][C:5]([C:8]2[CH:12]=[CH:11][NH:10][N:9]=2)=[CH:4][CH:3]=1.[O:13]1[CH:18]=[CH:17][CH2:16][CH2:15][CH2:14]1. The catalyst is C1(C)C=CC=CC=1.FC(F)(F)C(O)=O. The product is [Br:1][C:2]1[CH:3]=[CH:4][C:5]([C:8]2[CH:12]=[CH:11][N:10]([CH:14]3[CH2:15][CH2:16][CH2:17][CH2:18][O:13]3)[N:9]=2)=[CH:6][CH:7]=1. The yield is 0.940.